The task is: Predict the product of the given reaction.. This data is from Forward reaction prediction with 1.9M reactions from USPTO patents (1976-2016). The product is: [CH3:14][C:15]1[CH:29]=[CH:28][CH:27]=[CH:26][C:16]=1[O:17][C:18]1[CH:23]=[CH:22][C:21]([CH2:24][O:1][C:2]2[CH:3]=[CH:4][C:5]([CH2:8][CH2:9][C:10]([O:12][CH3:13])=[O:11])=[CH:6][CH:7]=2)=[CH:20][CH:19]=1. Given the reactants [OH:1][C:2]1[CH:7]=[CH:6][C:5]([CH2:8][CH2:9][C:10]([O:12][CH3:13])=[O:11])=[CH:4][CH:3]=1.[CH3:14][C:15]1[CH:29]=[CH:28][CH:27]=[CH:26][C:16]=1[O:17][C:18]1[CH:23]=[CH:22][C:21]([CH2:24]O)=[CH:20][CH:19]=1.C1(C)C(O)=CC=CC=1.BrC1C=CC(C=O)=CC=1, predict the reaction product.